This data is from Catalyst prediction with 721,799 reactions and 888 catalyst types from USPTO. The task is: Predict which catalyst facilitates the given reaction. (1) Reactant: Br[C:2]1[CH:7]=[CH:6][CH:5]=[C:4]([CH3:8])[N:3]=1.[CH3:9][Si:10]([C:13]#[CH:14])([CH3:12])[CH3:11]. Product: [CH3:8][C:4]1[CH:5]=[CH:6][CH:7]=[C:2]([C:14]#[C:13][Si:10]([CH3:12])([CH3:11])[CH3:9])[N:3]=1. The catalyst class is: 235. (2) Reactant: [CH3:1][N:2]1[C:6]([C:7]2[CH:8]=[C:9]([C:12]([O:14]C)=[O:13])[S:10][CH:11]=2)=[CH:5][CH:4]=[N:3]1.[OH-].[Na+]. Product: [CH3:1][N:2]1[C:6]([C:7]2[CH:8]=[C:9]([C:12]([OH:14])=[O:13])[S:10][CH:11]=2)=[CH:5][CH:4]=[N:3]1. The catalyst class is: 7. (3) The catalyst class is: 3. Product: [ClH:38].[Cl:38][C:29]1[C:30]([C:34]([F:35])([F:36])[F:37])=[CH:31][CH:32]=[CH:33][C:28]=1[CH2:27][N:17]([CH2:18][C@H:19]([C:21]1[CH:22]=[CH:23][CH:24]=[CH:25][CH:26]=1)[CH3:20])[CH2:16][CH2:15][CH2:14][O:13][C:9]1[CH:8]=[C:7]([C:4]([CH3:6])([CH3:5])[C:3]([OH:39])=[O:2])[CH:12]=[CH:11][CH:10]=1. Reactant: C[O:2][C:3](=[O:39])[C:4]([C:7]1[CH:12]=[CH:11][CH:10]=[C:9]([O:13][CH2:14][CH2:15][CH2:16][N:17]([CH2:27][C:28]2[CH:33]=[CH:32][CH:31]=[C:30]([C:34]([F:37])([F:36])[F:35])[C:29]=2[Cl:38])[CH2:18][C@H:19]([C:21]2[CH:26]=[CH:25][CH:24]=[CH:23][CH:22]=2)[CH3:20])[CH:8]=1)([CH3:6])[CH3:5].[Li+].[Cl-]. (4) Reactant: [CH3:1][C:2]1([CH3:16])[O:6][CH:5]([CH2:7][N:8]2[CH:12]=[C:11]([N+:13]([O-])=O)[CH:10]=[N:9]2)[CH2:4][O:3]1. Product: [CH3:1][C:2]1([CH3:16])[O:6][CH:5]([CH2:7][N:8]2[CH:12]=[C:11]([NH2:13])[CH:10]=[N:9]2)[CH2:4][O:3]1. The catalyst class is: 19. (5) Reactant: [Cl:1][C:2]1[N:7]=[C:6](Cl)[C:5]([F:9])=[CH:4][N:3]=1.C(N(C(C)C)C(C)C)C.Cl.[F:20][C:21]1[CH:31]=[CH:30][C:24]([O:25][CH:26]2[CH2:29][NH:28][CH2:27]2)=[CH:23][CH:22]=1. Product: [Cl:1][C:2]1[N:7]=[C:6]([N:28]2[CH2:29][CH:26]([O:25][C:24]3[CH:23]=[CH:22][C:21]([F:20])=[CH:31][CH:30]=3)[CH2:27]2)[C:5]([F:9])=[CH:4][N:3]=1. The catalyst class is: 41. (6) Reactant: [CH2:1]1[C:3]2([CH2:7][CH2:6][CH:5]([C:8]3[NH:12][C:11]4[CH:13]=[CH:14][CH:15]=[C:16]([C:17]([NH2:19])=[O:18])[C:10]=4[N:9]=3)[NH:4]2)[CH2:2]1.C=O.[C:22]([BH3-])#N.[Na+]. Product: [CH3:22][N:4]1[CH:5]([C:8]2[NH:12][C:11]3[CH:13]=[CH:14][CH:15]=[C:16]([C:17]([NH2:19])=[O:18])[C:10]=3[N:9]=2)[CH2:6][CH2:7][C:3]21[CH2:2][CH2:1]2. The catalyst class is: 5. (7) Product: [Cl:1][C:2]1[CH:7]=[C:6]([O:8][C:16]2[CH:21]=[N:20][C:19]([N+:22]([O-:24])=[O:23])=[CH:18][C:17]=2[CH3:25])[CH:5]=[CH:4][N:3]=1. Reactant: [Cl:1][C:2]1[CH:7]=[C:6]([OH:8])[CH:5]=[CH:4][N:3]=1.CC(C)([O-])C.[K+].Br[C:16]1[C:17]([CH3:25])=[CH:18][C:19]([N+:22]([O-:24])=[O:23])=[N:20][CH:21]=1. The catalyst class is: 39. (8) Reactant: [CH:1]1[C:18]2=[C:19]3[C:8]([C:9]4[C:20]5[C:13](=[CH:14][CH:15]=[CH:16][C:17]2=5)[CH:12]=[CH:11][CH:10]=4)=[CH:7][CH:6]=[C:5]2[C:21]([O:23][C:24](=[O:25])[C:3](=[C:4]23)[CH:2]=1)=O.[CH2:26]([NH2:35])[CH2:27][CH2:28][CH2:29][CH2:30][CH2:31][CH2:32][CH2:33][CH3:34]. Product: [CH2:26]([N:35]1[C:21](=[O:23])[C:5]2[C:4]3[C:19]4[C:8](=[CH:7][CH:6]=2)[C:9]2[C:20]5[C:13]([CH:12]=[CH:11][CH:10]=2)=[CH:14][CH:15]=[CH:16][C:17]=5[C:18]=4[CH:1]=[CH:2][C:3]=3[C:24]1=[O:25])[CH2:27][CH2:28][CH2:29][CH2:30][CH2:31][CH2:32][CH2:33][CH3:34]. The catalyst class is: 60.